Task: Predict which catalyst facilitates the given reaction.. Dataset: Catalyst prediction with 721,799 reactions and 888 catalyst types from USPTO (1) Reactant: [CH3:1][N:2]([CH3:8])[CH2:3][C:4]([CH3:7])([NH2:6])[CH3:5].[C:9](ON1C(=O)CCC1=O)([O:11][CH2:12][C:13]1[CH:18]=[CH:17][CH:16]=[CH:15][CH:14]=1)=[O:10]. Product: [CH3:1][N:2]([CH3:8])[CH2:3][C:4]([NH:6][C:9](=[O:10])[O:11][CH2:12][C:13]1[CH:18]=[CH:17][CH:16]=[CH:15][CH:14]=1)([CH3:7])[CH3:5]. The catalyst class is: 252. (2) Reactant: [Br:1][C:2]1[CH:3]=[C:4]([S:8]([CH2:11][C:12]([O:14]C)=O)(=[O:10])=[O:9])[CH:5]=[N:6][CH:7]=1.[NH3:16]. Product: [Br:1][C:2]1[CH:3]=[C:4]([S:8]([CH2:11][C:12]([NH2:16])=[O:14])(=[O:10])=[O:9])[CH:5]=[N:6][CH:7]=1. The catalyst class is: 5. (3) Reactant: O[CH2:2][C:3]1[C:4]([CH3:13])=[C:5]([CH2:11]O)[C:6]([CH3:10])=[N:7][C:8]=1[CH3:9].S(Cl)([Cl:16])=O.[NH2:18][C:19]([NH2:21])=[S:20]. Product: [ClH:16].[ClH:16].[CH3:9][C:8]1[C:3]([CH2:2][NH:18][C:19]([SH:20])=[NH:21])=[C:4]([CH3:13])[C:5]([CH2:11][NH:21][C:19]([SH:20])=[NH:18])=[C:6]([CH3:10])[N:7]=1. The catalyst class is: 8. (4) Reactant: [C:1]([C:5]1[C:14]2[C:9](=[CH:10][C:11]([O:30][CH3:31])=[C:12](/[C:15](/[CH2:28][CH3:29])=[C:16](/[F:27])\[CH:17]=[CH:18]\[C:19](\[CH3:26])=[CH:20]\[C:21]([O:23]CC)=[O:22])[CH:13]=2)[O:8][C:7]([CH3:33])([CH3:32])[CH:6]=1)([CH3:4])([CH3:3])[CH3:2].[OH-].[Na+]. Product: [C:1]([C:5]1[C:14]2[C:9](=[CH:10][C:11]([O:30][CH3:31])=[C:12](/[C:15](/[CH2:28][CH3:29])=[C:16](/[F:27])\[CH:17]=[CH:18]\[C:19](\[CH3:26])=[CH:20]\[C:21]([OH:23])=[O:22])[CH:13]=2)[O:8][C:7]([CH3:32])([CH3:33])[CH:6]=1)([CH3:4])([CH3:2])[CH3:3]. The catalyst class is: 92. (5) Reactant: [NH2:1][CH2:2][C@@H:3]1[CH2:8][CH2:7][C@H:6]([CH3:9])[CH2:5][N:4]1[C:10]([O:12][C:13]([CH3:16])([CH3:15])[CH3:14])=[O:11].C(=O)([O-])[O-].[K+].[K+].Cl[C:24]1[N:29]=[CH:28][C:27]([C:30]([F:33])([F:32])[F:31])=[CH:26][N:25]=1. Product: [CH3:9][C@@H:6]1[CH2:5][N:4]([C:10]([O:12][C:13]([CH3:15])([CH3:14])[CH3:16])=[O:11])[C@H:3]([CH2:2][NH:1][C:24]2[N:29]=[CH:28][C:27]([C:30]([F:33])([F:32])[F:31])=[CH:26][N:25]=2)[CH2:8][CH2:7]1. The catalyst class is: 215. (6) Reactant: C([CH:9]([C:19]([OH:21])=[O:20])[N:10]([CH2:15][CH2:16][CH2:17][CH3:18])[CH2:11][CH2:12][CH2:13][CH3:14])(=O)C1C=CC=CC=1.Cl.C(=O)(O)[O-].[Na+].[C:28](Cl)([O:30][CH2:31][CH:32]1[C:44]2[C:39](=[CH:40][CH:41]=[CH:42][CH:43]=2)[C:38]2[C:33]1=[CH:34][CH:35]=[CH:36][CH:37]=2)=[O:29]. Product: [C:28]([CH:9]([C:19]([OH:21])=[O:20])[N:10]([CH2:15][CH2:16][CH2:17][CH3:18])[CH2:11][CH2:12][CH2:13][CH3:14])([O:30][CH2:31][CH:32]1[C:44]2[C:39](=[CH:40][CH:41]=[CH:42][CH:43]=2)[C:38]2[C:33]1=[CH:34][CH:35]=[CH:36][CH:37]=2)=[O:29]. The catalyst class is: 38.